From a dataset of Forward reaction prediction with 1.9M reactions from USPTO patents (1976-2016). Predict the product of the given reaction. (1) Given the reactants [CH2:1]([O:3][C:4](=[O:18])[CH2:5][C:6]([OH:17])([C:9]1[CH:14]=[CH:13][C:12](Cl)=[C:11](Cl)[CH:10]=1)[CH2:7][CH3:8])[CH3:2].[Br:19]C1C=CC(C(=O)CC)=CC=1.BrCC(OCC)=O.C1C=CC=CC=1, predict the reaction product. The product is: [CH2:1]([O:3][C:4](=[O:18])[CH2:5][C:6]([OH:17])([C:9]1[CH:14]=[CH:13][C:12]([Br:19])=[CH:11][CH:10]=1)[CH2:7][CH3:8])[CH3:2]. (2) The product is: [F:1][C:2]1[CH:3]=[CH:4][C:5]([N:8]2[C:11](=[O:24])[C@H:10]([S:25][CH2:26][C:27]3([C:35]4[CH:36]=[CH:37][C:38]([O:41][CH3:42])=[CH:39][CH:40]=4)[O:28][CH2:29][C:30]([CH3:33])([CH3:34])[CH2:31][O:32]3)[C@H:9]2[C:43]2[CH:44]=[CH:45][C:46]([O:47][CH2:48][C:49]([O:51][C:52]([CH3:53])([CH3:54])[CH3:55])=[O:50])=[CH:56][CH:57]=2)=[CH:6][CH:7]=1. Given the reactants [F:1][C:2]1[CH:7]=[CH:6][C:5]([NH:8][C@@H:9]([C:43]2[CH:57]=[CH:56][C:46]([O:47][CH2:48][C:49]([O:51][C:52]([CH3:55])([CH3:54])[CH3:53])=[O:50])=[CH:45][CH:44]=2)[C@@H:10]([S:25][CH2:26][C:27]2([C:35]3[CH:40]=[CH:39][C:38]([O:41][CH3:42])=[CH:37][CH:36]=3)[O:32][CH2:31][C:30]([CH3:34])([CH3:33])[CH2:29][O:28]2)[C:11](=[O:24])N2[C@@H](C3C=CC=CC=3)COC2=O)=[CH:4][CH:3]=1.C/C(/O[Si](C)(C)C)=N\[Si](C)(C)C.[F-].C([N+](CCCC)(CCCC)CCCC)CCC, predict the reaction product. (3) Given the reactants Cl[CH2:2][C:3]([N:5]1[C:11]2[CH:12]=[CH:13][CH:14]=[CH:15][C:10]=2[CH2:9][CH2:8][C:7]2[CH:16]=[C:17]([Cl:20])[CH:18]=[CH:19][C:6]1=2)=[O:4].[C-:21]#[N:22].[Na+], predict the reaction product. The product is: [Cl:20][C:17]1[CH:18]=[CH:19][C:6]2[N:5]([C:3](=[O:4])[CH2:2][C:21]#[N:22])[C:11]3[CH:12]=[CH:13][CH:14]=[CH:15][C:10]=3[CH2:9][CH2:8][C:7]=2[CH:16]=1. (4) The product is: [Br:1][C:2]1[CH:3]=[C:4]([C:5]([OH:7])=[O:6])[CH:8]=[C:9]([C:13]2[CH:18]=[CH:17][C:16]([CH3:19])=[CH:15][CH:14]=2)[CH:10]=1. Given the reactants [Br:1][C:2]1[CH:3]=[C:4]([CH:8]=[C:9](I)[CH:10]=1)[C:5]([OH:7])=[O:6].B(O)(O)[C:13]1[CH:14]=[CH:15][C:16]([CH3:19])=[CH:17][CH:18]=1.C(=O)([O-])[O-].[Cs+].[Cs+].C1(C)C=CC=CC=1.C(O)C.O, predict the reaction product. (5) Given the reactants [NH2:1][C:2]1[C:7]2=[C:8]([C:15]3[CH:20]=[CH:19][C:18]([NH:21][C:22]([NH:24][C:25]4[CH:30]=[C:29]([C:31]([F:34])([F:33])[F:32])[CH:28]=[CH:27][C:26]=4[F:35])=[O:23])=[C:17]([F:36])[CH:16]=3)[CH:9]=[C:10]([CH2:11][CH2:12][CH2:13]Br)[N:6]2[N:5]=[CH:4][N:3]=1.[CH3:37][O:38][CH2:39][C@@H:40]1[CH2:44][CH2:43][CH2:42][NH:41]1.C(N(CC)CC)C, predict the reaction product. The product is: [NH2:1][C:2]1[C:7]2=[C:8]([C:15]3[CH:20]=[CH:19][C:18]([NH:21][C:22]([NH:24][C:25]4[CH:30]=[C:29]([C:31]([F:34])([F:33])[F:32])[CH:28]=[CH:27][C:26]=4[F:35])=[O:23])=[C:17]([F:36])[CH:16]=3)[CH:9]=[C:10]([CH2:11][CH2:12][CH2:13][N:41]3[CH2:42][CH2:43][CH2:44][C@H:40]3[CH2:39][O:38][CH3:37])[N:6]2[N:5]=[CH:4][N:3]=1. (6) Given the reactants CC(C[NH:5][C:6](/[CH:8]=[CH:9]/[CH:10]=[CH:11]/C1C=CC2OCOC=2C=1)=O)C.[O:21]1[C:25]2[CH:26]=[CH:27][C:28]([CH2:30][CH2:31][C:32]([OH:34])=O)=[CH:29][C:24]=2[O:23][CH2:22]1.N1CCCCC1.C(N(CC)CC)C.CS(Cl)(=O)=O, predict the reaction product. The product is: [O:21]1[C:25]2[CH:26]=[CH:27][C:28]([CH2:30][CH2:31][C:32]([N:5]3[CH2:6][CH2:8][CH2:9][CH2:10][CH2:11]3)=[O:34])=[CH:29][C:24]=2[O:23][CH2:22]1. (7) Given the reactants [C:1]([O:5][C:6]([N:8]1[CH2:13][C@@H:12]([C:14](=[O:37])[NH:15][CH2:16][C:17]2([CH2:31][CH2:32][CH2:33][CH2:34][O:35][CH3:36])[C:30]3[CH:29]=[CH:28][CH:27]=[CH:26][C:25]=3[O:24][C:23]3[C:18]2=[CH:19][CH:20]=[CH:21][CH:22]=3)[CH2:11][C@@H:10]([C:38]([OH:40])=O)[CH2:9]1)=[O:7])([CH3:4])([CH3:3])[CH3:2].[CH3:41][NH:42][CH2:43][C:44]1[CH:45]=[N:46][CH:47]=[CH:48][CH:49]=1, predict the reaction product. The product is: [C:1]([O:5][C:6]([N:8]1[CH2:9][C@H:10]([C:38](=[O:40])[N:42]([CH3:41])[CH2:43][C:44]2[CH:45]=[N:46][CH:47]=[CH:48][CH:49]=2)[CH2:11][C@H:12]([C:14](=[O:37])[NH:15][CH2:16][C:17]2([CH2:31][CH2:32][CH2:33][CH2:34][O:35][CH3:36])[C:30]3[CH:29]=[CH:28][CH:27]=[CH:26][C:25]=3[O:24][C:23]3[C:18]2=[CH:19][CH:20]=[CH:21][CH:22]=3)[CH2:13]1)=[O:7])([CH3:3])([CH3:2])[CH3:4].